Dataset: Full USPTO retrosynthesis dataset with 1.9M reactions from patents (1976-2016). Task: Predict the reactants needed to synthesize the given product. (1) Given the product [Cl:27][C:25]1([Cl:26])[C@H:24]([O:28][Si:29]([CH:33]([CH3:34])[CH3:35])([CH:30]([CH3:31])[CH3:32])[CH:36]([CH3:38])[CH3:37])[C@@H:23]([CH2:39][O:40][Si:41]([CH:42]([CH3:44])[CH3:43])([CH:45]([CH3:47])[CH3:46])[CH:48]([CH3:50])[CH3:49])[O:22][C@H:21]1[N:1]1[CH:8]=[CH:7][C:5](=[O:6])[NH:4][C:2]1=[O:3], predict the reactants needed to synthesize it. The reactants are: [NH:1]1[CH:8]=[CH:7][C:5](=[O:6])[NH:4][C:2]1=[O:3].S([O-])([O-])(=O)=O.[NH4+].[NH4+].CS(O[CH:21]1[C:25]([Cl:27])([Cl:26])[C@H:24]([O:28][Si:29]([CH:36]([CH3:38])[CH3:37])([CH:33]([CH3:35])[CH3:34])[CH:30]([CH3:32])[CH3:31])[C@@H:23]([CH2:39][O:40][Si:41]([CH:48]([CH3:50])[CH3:49])([CH:45]([CH3:47])[CH3:46])[CH:42]([CH3:44])[CH3:43])[O:22]1)(=O)=O.O([Si](C)(C)C)S(C(F)(F)F)(=O)=O.C(=O)([O-])O.[Na+]. (2) The reactants are: Cl.[NH2:2][CH2:3][C:4]([C:6]1[CH:11]=[CH:10][CH:9]=[C:8]([Br:12])[N:7]=1)=[O:5].C([C:17]([NH:19][C@H:20]([C:22](O)=[O:23])[CH3:21])=[O:18])(C)(C)C.Cl.CN(C)[CH2:28][CH2:29][CH2:30]N=C=NCC.[OH2:37].ON1C2C=CC=C[C:42]=2N=N1. Given the product [C:29]([O:37][C:17](=[O:18])[NH:19][C@H:20]([C:22](=[O:23])[NH:2][CH2:3][C:4]([C:6]1[CH:11]=[CH:10][CH:9]=[C:8]([Br:12])[N:7]=1)=[O:5])[CH3:21])([CH3:30])([CH3:42])[CH3:28], predict the reactants needed to synthesize it. (3) Given the product [C:1]([O:4][CH2:5][CH2:6][CH2:7][O:8][C:9]1[CH:10]=[C:11]2[C:16](=[CH:17][C:18]=1[O:19][CH3:20])[C:15]([C:21](=[O:33])[C:22]1[CH:27]=[CH:26][CH:25]=[C:24]([O:28][CH3:29])[CH:23]=1)=[N:14][CH:13]=[C:12]2[CH:30]=[O:31])(=[O:3])[CH3:2], predict the reactants needed to synthesize it. The reactants are: [C:1]([O:4][CH2:5][CH2:6][CH2:7][O:8][C:9]1[CH:10]=[C:11]2[C:16](=[CH:17][C:18]=1[O:19][CH3:20])[C:15]([CH2:21][C:22]1[CH:27]=[CH:26][CH:25]=[C:24]([O:28][CH3:29])[CH:23]=1)=[N:14][CH:13]=[C:12]2[CH:30]=[O:31])(=[O:3])[CH3:2].[Se](=O)=[O:33].C(OCC)(=O)C.CCCCCC. (4) The reactants are: [C:1]([C:3]1[CH:54]=[CH:53][C:6]([CH2:7][C:8]2[O:12][N:11]=[C:10]([C:13]3[CH:14]=[C:15]([CH:50]=[CH:51][CH:52]=3)[CH2:16][NH:17][C:18]([C@:20]34[CH2:46][CH2:45][C@@H:44]([C:47]([CH3:49])=[CH2:48])[CH:21]3[CH:22]3[C@@:35]([CH3:38])([CH2:36][CH2:37]4)[C@@:34]4([CH3:39])[CH:25]([C@:26]5([CH3:43])[CH:31]([CH2:32][CH2:33]4)[C:30]([CH3:41])([CH3:40])[C@@H:29]([OH:42])[CH2:28][CH2:27]5)[CH2:24][CH2:23]3)=[O:19])[N:9]=2)=[CH:5][CH:4]=1)#[N:2].[Si]([N:59]=[N+:60]=[N-:61])(C)(C)C. Given the product [N:2]1[NH:59][N:60]=[N:61][C:1]=1[C:3]1[CH:54]=[CH:53][C:6]([CH2:7][C:8]2[O:12][N:11]=[C:10]([C:13]3[CH:14]=[C:15]([CH:50]=[CH:51][CH:52]=3)[CH2:16][NH:17][C:18]([C@:20]34[CH2:46][CH2:45][C@@H:44]([C:47]([CH3:49])=[CH2:48])[CH:21]3[CH:22]3[C@@:35]([CH3:38])([CH2:36][CH2:37]4)[C@@:34]4([CH3:39])[CH:25]([C@:26]5([CH3:43])[CH:31]([CH2:32][CH2:33]4)[C:30]([CH3:41])([CH3:40])[C@@H:29]([OH:42])[CH2:28][CH2:27]5)[CH2:24][CH2:23]3)=[O:19])[N:9]=2)=[CH:5][CH:4]=1, predict the reactants needed to synthesize it. (5) Given the product [CH3:14][O:15][C:16]1[CH:17]=[CH:18][C:19]([CH2:20][S:21]([C:24]2[C:25](=[O:27])[O:26][C:5]3[C:6]([CH:7]=2)=[C:9]([O:11][CH3:12])[CH:10]=[C:3]([O:2][CH3:1])[CH:4]=3)(=[O:22])=[O:23])=[CH:28][CH:29]=1, predict the reactants needed to synthesize it. The reactants are: [CH3:1][O:2][C:3]1[CH:4]=[C:5](O)[C:6](=[C:9]([O:11][CH3:12])[CH:10]=1)[CH:7]=O.[CH3:14][O:15][C:16]1[CH:29]=[CH:28][C:19]([CH2:20][S:21]([CH2:24][C:25]([OH:27])=[O:26])(=[O:23])=[O:22])=[CH:18][CH:17]=1. (6) The reactants are: Cl[S:2]([N:5]=[C:6]=[O:7])(=[O:4])=[O:3].[C:8]([OH:12])([CH3:11])([CH3:10])[CH3:9].[CH2:13]([O:20][C:21]1[CH:32]=[CH:31][CH:30]=[C:29]([F:33])[C:22]=1[NH:23][CH2:24][C:25]([O:27][CH3:28])=[O:26])[C:14]1[CH:19]=[CH:18][CH:17]=[CH:16][CH:15]=1.CCN(C(C)C)C(C)C. Given the product [CH3:28][O:27][C:25](=[O:26])[CH2:24][N:23]([S:2](=[O:4])(=[O:3])[NH:5][C:6]([O:12][C:8]([CH3:11])([CH3:10])[CH3:9])=[O:7])[C:22]1[C:29]([F:33])=[CH:30][CH:31]=[CH:32][C:21]=1[O:20][CH2:13][C:14]1[CH:19]=[CH:18][CH:17]=[CH:16][CH:15]=1, predict the reactants needed to synthesize it. (7) Given the product [CH3:15][O:14][C:6]1[CH:7]=[CH:8][C:9]([N+:11]([O-:13])=[O:12])=[CH:10][C:5]=1[S:2]([CH3:1])(=[O:4])=[O:3], predict the reactants needed to synthesize it. The reactants are: [CH3:1][S:2]([C:5]1[CH:10]=[C:9]([N+:11]([O-:13])=[O:12])[CH:8]=[CH:7][C:6]=1[OH:14])(=[O:4])=[O:3].[C:15](=O)([O-])[O-].[K+].[K+].IC.